Dataset: Peptide-MHC class II binding affinity with 134,281 pairs from IEDB. Task: Regression. Given a peptide amino acid sequence and an MHC pseudo amino acid sequence, predict their binding affinity value. This is MHC class II binding data. (1) The peptide sequence is KKAGLVGVLAGLAFQEMD. The MHC is HLA-DQA10201-DQB10301 with pseudo-sequence HLA-DQA10201-DQB10301. The binding affinity (normalized) is 0.607. (2) The peptide sequence is PKYVKQNTLKLAT. The MHC is DRB1_0101 with pseudo-sequence DRB1_0101. The binding affinity (normalized) is 0.851.